This data is from Reaction yield outcomes from USPTO patents with 853,638 reactions. The task is: Predict the reaction yield, written as a fraction of the theoretical maximum amount of product (1.0 means a 100% yield; for example, 0.34 means a 34% yield). (1) The reactants are O.NN.[CH2:4]([O:6][C:7]([C:9]1[CH:18]([C:19]2[CH:24]=[CH:23][CH:22]=[CH:21][C:20]=2[Cl:25])[C:17]2[C:16](=[O:26])[CH2:15][C:14]([CH3:28])([CH3:27])[CH2:13][C:12]=2[NH:11][C:10]=1[CH2:29][O:30][CH2:31][CH2:32][N:33]1C(=O)C2C(=CC=CC=2)C1=O)=[O:8])[CH3:5]. The catalyst is C(O)C. The product is [CH2:4]([O:6][C:7]([C:9]1[CH:18]([C:19]2[CH:24]=[CH:23][CH:22]=[CH:21][C:20]=2[Cl:25])[C:17]2[C:16](=[O:26])[CH2:15][C:14]([CH3:27])([CH3:28])[CH2:13][C:12]=2[NH:11][C:10]=1[CH2:29][O:30][CH2:31][CH2:32][NH2:33])=[O:8])[CH3:5]. The yield is 0.784. (2) The reactants are FC(F)(F)S(O[C@@H:7]([C:12]1[CH:13]=[N:14][C:15]([Cl:18])=[CH:16][CH:17]=1)[C:8]([F:11])([F:10])[F:9])(=O)=O.[F:21][CH2:22][CH2:23][N:24]([C@H:32]1[CH2:36][CH2:35][NH:34][CH2:33]1)[C:25](=[O:31])[O:26][C:27]([CH3:30])([CH3:29])[CH3:28].C([O-])([O-])=O.[K+].[K+]. The catalyst is C1COCC1. The product is [Cl:18][C:15]1[N:14]=[CH:13][C:12]([C@@H:7]([N:34]2[CH2:35][CH2:36][C@H:32]([N:24]([CH2:23][CH2:22][F:21])[C:25](=[O:31])[O:26][C:27]([CH3:28])([CH3:29])[CH3:30])[CH2:33]2)[C:8]([F:9])([F:10])[F:11])=[CH:17][CH:16]=1. The yield is 0.480. (3) The reactants are [OH:1][C:2]1[CH:3]=[CH:4][C:5]2[C:9]([C:10]([C:12]3[CH:40]=[CH:39][C:15]([O:16][CH2:17][CH2:18][CH2:19][CH2:20][CH2:21][C:22]([CH2:29][CH2:30][CH2:31][C:32]([F:38])([F:37])[C:33]([F:36])([F:35])[F:34])(C(O)=O)[C:23]([OH:25])=[O:24])=[CH:14][CH:13]=3)=[O:11])=[C:8]([C:41]3[CH:46]=[CH:45][C:44]([OH:47])=[CH:43][CH:42]=3)[S:7][C:6]=2[CH:48]=1. The catalyst is CS(C)=O.O. The product is [OH:1][C:2]1[CH:3]=[CH:4][C:5]2[C:9]([C:10]([C:12]3[CH:40]=[CH:39][C:15]([O:16][CH2:17][CH2:18][CH2:19][CH2:20][CH2:21][CH:22]([CH2:29][CH2:30][CH2:31][C:32]([F:38])([F:37])[C:33]([F:34])([F:35])[F:36])[C:23]([OH:25])=[O:24])=[CH:14][CH:13]=3)=[O:11])=[C:8]([C:41]3[CH:42]=[CH:43][C:44]([OH:47])=[CH:45][CH:46]=3)[S:7][C:6]=2[CH:48]=1. The yield is 0.710. (4) The reactants are [Cl:1][C:2]1[CH:3]=[C:4]([C@@H:12]([CH2:16][CH:17]2[CH2:21][CH2:20][CH:19]([O:22][CH:23]=[O:24])[CH2:18]2)[C:13]([OH:15])=O)[CH:5]=[CH:6][C:7]=1[S:8]([CH3:11])(=[O:10])=[O:9].C(Cl)(=O)C(Cl)=O.[NH2:31][C:32]1[CH:37]=[N:36][CH:35]=[CH:34][N:33]=1.N1C=CC=CC=1. The catalyst is C1(C)C=CC=CC=1.C(Cl)Cl.O1CCCC1.CN(C)C=O. The product is [Cl:1][C:2]1[CH:3]=[C:4]([C@H:12]([C:13](=[O:15])[NH:31][C:32]2[CH:37]=[N:36][CH:35]=[CH:34][N:33]=2)[CH2:16][CH:17]2[CH2:21][CH2:20][CH:19]([O:22][CH:23]=[O:24])[CH2:18]2)[CH:5]=[CH:6][C:7]=1[S:8]([CH3:11])(=[O:9])=[O:10]. The yield is 0.820. (5) The reactants are [N:1]1([CH2:7][CH2:8][CH2:9][CH2:10][NH2:11])[CH2:6][CH2:5][O:4][CH2:3][CH2:2]1.Cl[C:13]1[N:14]=[N+:15]([O-:26])[C:16]2[CH:25]=[C:24]3[C:20]([CH2:21][CH2:22][CH2:23]3)=[CH:19][C:17]=2[N:18]=1.CCN(CC)CC. The catalyst is COCCOC. The product is [N:1]1([CH2:7][CH2:8][CH2:9][CH2:10][NH:11][C:13]2[N:14]=[N+:15]([O-:26])[C:16]3[CH:25]=[C:24]4[C:20]([CH2:21][CH2:22][CH2:23]4)=[CH:19][C:17]=3[N:18]=2)[CH2:6][CH2:5][O:4][CH2:3][CH2:2]1. The yield is 0.880. (6) The reactants are Cl[C:2]1[N:7]=[C:6]([NH:8][C@H:9]([C:11]2[CH:16]=[CH:15][C:14]([O:17][CH3:18])=[CH:13][CH:12]=2)[CH3:10])[CH:5]=[N:4][CH:3]=1.[N:19]1[C:23]2[CH:24]=[CH:25][CH:26]=[CH:27][C:22]=2[NH:21][CH:20]=1. No catalyst specified. The product is [N:19]1([C:2]2[N:7]=[C:6]([NH:8][C@H:9]([C:11]3[CH:16]=[CH:15][C:14]([O:17][CH3:18])=[CH:13][CH:12]=3)[CH3:10])[CH:5]=[N:4][CH:3]=2)[C:23]2[CH:24]=[CH:25][CH:26]=[CH:27][C:22]=2[N:21]=[CH:20]1. The yield is 0.410. (7) The reactants are [Cl:1][C:2]1[C:7](=[O:8])[C:6]([OH:9])=[C:5]([CH:10](O)[C:11]([F:14])([F:13])[F:12])[N:4]([CH3:16])[C:3]=1[CH3:17].[N:18]1[CH:23]=CC=C[CH:19]=1.S(Cl)(Cl)=O.CNC. The catalyst is C(#N)C. The product is [Cl:1][C:2]1[C:7](=[O:8])[C:6]([OH:9])=[C:5]([CH:10]([N:18]([CH3:23])[CH3:19])[C:11]([F:14])([F:13])[F:12])[N:4]([CH3:16])[C:3]=1[CH3:17]. The yield is 0.560.